This data is from NCI-60 drug combinations with 297,098 pairs across 59 cell lines. The task is: Regression. Given two drug SMILES strings and cell line genomic features, predict the synergy score measuring deviation from expected non-interaction effect. (1) Drug 1: C1=CC(=CC=C1CC(C(=O)O)N)N(CCCl)CCCl.Cl. Drug 2: C1C(C(OC1N2C=NC(=NC2=O)N)CO)O. Cell line: SF-268. Synergy scores: CSS=11.9, Synergy_ZIP=-3.92, Synergy_Bliss=-0.0732, Synergy_Loewe=-6.50, Synergy_HSA=-5.58. (2) Drug 1: C1=C(C(=O)NC(=O)N1)N(CCCl)CCCl. Drug 2: CCC1(CC2CC(C3=C(CCN(C2)C1)C4=CC=CC=C4N3)(C5=C(C=C6C(=C5)C78CCN9C7C(C=CC9)(C(C(C8N6C=O)(C(=O)OC)O)OC(=O)C)CC)OC)C(=O)OC)O.OS(=O)(=O)O. Cell line: MALME-3M. Synergy scores: CSS=24.1, Synergy_ZIP=5.36, Synergy_Bliss=14.5, Synergy_Loewe=8.33, Synergy_HSA=12.6. (3) Drug 1: C1CCC(C1)C(CC#N)N2C=C(C=N2)C3=C4C=CNC4=NC=N3. Drug 2: C1CN(CCN1C(=O)CCBr)C(=O)CCBr. Cell line: NCI-H460. Synergy scores: CSS=31.0, Synergy_ZIP=-1.50, Synergy_Bliss=1.29, Synergy_Loewe=-6.45, Synergy_HSA=1.25. (4) Drug 1: CN(C)C1=NC(=NC(=N1)N(C)C)N(C)C. Drug 2: CC(C)NC(=O)C1=CC=C(C=C1)CNNC.Cl. Cell line: SNB-75. Synergy scores: CSS=-1.26, Synergy_ZIP=1.15, Synergy_Bliss=1.53, Synergy_Loewe=-1.01, Synergy_HSA=-0.893. (5) Drug 1: CC12CCC3C(C1CCC2=O)CC(=C)C4=CC(=O)C=CC34C. Drug 2: C1C(C(OC1N2C=NC3=C2NC=NCC3O)CO)O. Cell line: SNB-75. Synergy scores: CSS=29.9, Synergy_ZIP=-2.06, Synergy_Bliss=4.98, Synergy_Loewe=7.26, Synergy_HSA=6.47.